Task: Predict the reaction yield, written as a fraction of the theoretical maximum amount of product (1.0 means a 100% yield; for example, 0.34 means a 34% yield).. Dataset: Reaction yield outcomes from USPTO patents with 853,638 reactions (1) The reactants are [F:1][C:2]1[C:7]([F:8])=[CH:6][CH:5]=[CH:4][C:3]=1[C@@:9]([NH2:18])([CH2:12][CH:13](OC)OC)[CH2:10][F:11].C([N:27]=[C:28]=[S:29])(=O)C1C=CC=CC=1.S(=O)(=O)(O)O.[OH-].[Na+]. The catalyst is C(Cl)Cl. The product is [F:1][C:2]1[C:7]([F:8])=[CH:6][CH:5]=[CH:4][C:3]=1[C@:9]1([CH2:10][F:11])[CH:12]=[CH:13][S:29][C:28]([NH2:27])=[N:18]1. The yield is 0.820. (2) The reactants are [NH2:1][C:2]1[CH:25]=[CH:24][C:23]([N:26]2[CH2:31][CH2:30][CH2:29][CH2:28][CH2:27]2)=[CH:22][C:3]=1[C:4]([NH:6][C:7]1[CH:11]=[CH:10][N:9]([C:12]2[CH:17]=[CH:16][CH:15]=[C:14]([C:18]([F:21])([F:20])[F:19])[CH:13]=2)[N:8]=1)=[O:5].[Cl:32][CH2:33][C:34]1[N:39]=[C:38]([C:40](O)=[O:41])[CH:37]=[CH:36][CH:35]=1.CCN=C=NCCCN(C)C.Cl. The catalyst is ClCCl.CN(C)C1C=CN=CC=1. The product is [Cl:32][CH2:33][C:34]1[N:39]=[C:38]([C:40]([NH:1][C:2]2[CH:25]=[CH:24][C:23]([N:26]3[CH2:31][CH2:30][CH2:29][CH2:28][CH2:27]3)=[CH:22][C:3]=2[C:4](=[O:5])[NH:6][C:7]2[CH:11]=[CH:10][N:9]([C:12]3[CH:17]=[CH:16][CH:15]=[C:14]([C:18]([F:20])([F:21])[F:19])[CH:13]=3)[N:8]=2)=[O:41])[CH:37]=[CH:36][CH:35]=1. The yield is 0.750. (3) The reactants are C(OC([N:8]1[CH:13]([CH3:14])[CH2:12][N:11]([C:15](=[O:30])[C:16]2[CH:21]=[CH:20][C:19]([C:22]3[CH:23]=[N:24][C:25]([NH2:29])=[C:26]([OH:28])[CH:27]=3)=[CH:18][CH:17]=2)[CH2:10][CH:9]1[CH3:31])=O)(C)(C)C.Br[CH:33]([C:35]1[CH:40]=[CH:39][CH:38]=[C:37]([C:41]([F:44])([F:43])[F:42])[CH:36]=1)[CH3:34].[H-].[Na+]. The catalyst is CN(C=O)C. The product is [NH2:29][C:25]1[N:24]=[CH:23][C:22]([C:19]2[CH:20]=[CH:21][C:16]([C:15]([N:11]3[CH2:12][CH:13]([CH3:14])[NH:8][CH:9]([CH3:31])[CH2:10]3)=[O:30])=[CH:17][CH:18]=2)=[CH:27][C:26]=1[O:28][CH:33]([C:35]1[CH:40]=[CH:39][CH:38]=[C:37]([C:41]([F:42])([F:43])[F:44])[CH:36]=1)[CH3:34]. The yield is 0.257. (4) The reactants are [F:1][C:2]1[CH:27]=[CH:26][CH:25]=[C:24]([F:28])[C:3]=1[C:4]([NH:6][C:7]1[C:8]([C:12]2[NH:16][C:15]3[CH:17]=[CH:18][C:19]([C:21]([OH:23])=O)=[CH:20][C:14]=3[N:13]=2)=[N:9][NH:10][CH:11]=1)=[O:5].[CH3:29][N:30]1[CH2:35][CH2:34][NH:33][CH2:32][CH2:31]1.C(Cl)CCl.C1C=CC2N(O)N=NC=2C=1. The catalyst is CN(C=O)C.CCOC(C)=O. The product is [F:1][C:2]1[CH:27]=[CH:26][CH:25]=[C:24]([F:28])[C:3]=1[C:4]([NH:6][C:7]1[C:8]([C:12]2[NH:16][C:15]3[CH:17]=[CH:18][C:19]([C:21]([N:33]4[CH2:34][CH2:35][N:30]([CH3:29])[CH2:31][CH2:32]4)=[O:23])=[CH:20][C:14]=3[N:13]=2)=[N:9][NH:10][CH:11]=1)=[O:5]. The yield is 0.260.